From a dataset of Catalyst prediction with 721,799 reactions and 888 catalyst types from USPTO. Predict which catalyst facilitates the given reaction. (1) Reactant: Br[C:2]1[C:10]2[C:9]([NH:11][C@H:12]([C:14]3[N:19]([C:20]4[CH:25]=[CH:24][CH:23]=[CH:22][CH:21]=4)[C:18](=[O:26])[C:17]4=[C:27]([CH3:30])[CH:28]=[CH:29][N:16]4[N:15]=3)[CH3:13])=[N:8][CH:7]=[N:6][C:5]=2[N:4]([CH2:31][O:32][CH2:33][CH2:34][Si:35]([CH3:38])([CH3:37])[CH3:36])[CH:3]=1.[CH3:39][C:40]1[O:41][C:42](B2OC(C)(C)C(C)(C)O2)=[CH:43][N:44]=1.C(=O)([O-])[O-].[Na+].[Na+].C(=O)([O-])[O-].[K+].[K+]. Product: [CH3:30][C:27]1[CH:28]=[CH:29][N:16]2[C:17]=1[C:18](=[O:26])[N:19]([C:20]1[CH:21]=[CH:22][CH:23]=[CH:24][CH:25]=1)[C:14]([C@@H:12]([NH:11][C:9]1[C:10]3[C:2]([C:42]4[O:41][C:40]([CH3:39])=[N:44][CH:43]=4)=[CH:3][N:4]([CH2:31][O:32][CH2:33][CH2:34][Si:35]([CH3:36])([CH3:37])[CH3:38])[C:5]=3[N:6]=[CH:7][N:8]=1)[CH3:13])=[N:15]2. The catalyst class is: 3. (2) Reactant: [CH2:1]([N:8]1[CH2:16][CH:15]2[CH:10]([CH2:11][NH:12][CH2:13][CH2:14]2)[CH2:9]1)[C:2]1[CH:7]=[CH:6][CH:5]=[CH:4][CH:3]=1.C([O-])([O-])=O.[Na+].[Na+].[CH3:23][C:24]([O:27][C:28](O[C:28]([O:27][C:24]([CH3:26])([CH3:25])[CH3:23])=[O:29])=[O:29])([CH3:26])[CH3:25]. Product: [CH2:1]([N:8]1[CH2:16][CH:15]2[CH:10]([CH2:11][N:12]([C:28]([O:27][C:24]([CH3:26])([CH3:25])[CH3:23])=[O:29])[CH2:13][CH2:14]2)[CH2:9]1)[C:2]1[CH:7]=[CH:6][CH:5]=[CH:4][CH:3]=1. The catalyst class is: 20. (3) Reactant: [Cl:1][C:2]1[C:3]([C:8]2[CH:9]=[C:10]3[C:14](=[CH:15][CH:16]=2)[N:13](COCC[Si](C)(C)C)[N:12]=[C:11]3[NH:25][C:26]2[N:27]=[N:28][C:29]([CH3:32])=[CH:30][CH:31]=2)=[N:4][CH:5]=[CH:6][CH:7]=1.Cl.C(=O)([O-])O.[Na+]. Product: [Cl:1][C:2]1[C:3]([C:8]2[CH:9]=[C:10]3[C:14](=[CH:15][CH:16]=2)[NH:13][N:12]=[C:11]3[NH:25][C:26]2[N:27]=[N:28][C:29]([CH3:32])=[CH:30][CH:31]=2)=[N:4][CH:5]=[CH:6][CH:7]=1. The catalyst class is: 8. (4) Reactant: C([N:9]1[C:17]2[C:12](=[CH:13][CH:14]=[CH:15][CH:16]=2)[C:11](=[C:18](Cl)[C:19]2[CH:24]=[CH:23][CH:22]=[CH:21][CH:20]=2)[C:10]1=[O:26])(=O)C1C=CC=CC=1.[C:27]([O:31][C:32]([NH:34][CH2:35][C:36]1[CH:37]=[C:38]([CH:40]=[CH:41][CH:42]=1)[NH2:39])=[O:33])([CH3:30])([CH3:29])[CH3:28]. Product: [C:27]([O:31][C:32]([NH:34][CH2:35][C:36]1[CH:37]=[C:38]([NH:39]/[C:18](=[C:11]2\[C:10](=[O:26])[NH:9][C:17]3[C:12]\2=[CH:13][CH:14]=[CH:15][CH:16]=3)/[C:19]2[CH:20]=[CH:21][CH:22]=[CH:23][CH:24]=2)[CH:40]=[CH:41][CH:42]=1)=[O:33])([CH3:30])([CH3:28])[CH3:29]. The catalyst class is: 66. (5) Reactant: N1([CH2:10][CH2:11][NH:12][C:13](=[O:23])/[CH:14]=[CH:15]/[C:16]2[CH:21]=[CH:20][CH:19]=[CH:18][C:17]=2[F:22])C2C=CC=CC=2N=C1.[O:24]=[S:25]1(=[O:35])[CH2:30][CH2:29][N:28]([CH2:31]CCN)[CH2:27][CH2:26]1.FC1C=CC=CC=1C=CC(O)=O.CCN=C=NCCCN(C)C.Cl. Product: [O:24]=[S:25]1(=[O:35])[CH2:30][CH2:29][N:28]([CH2:31][CH2:10][CH2:11][NH:12][C:13](=[O:23])/[CH:14]=[CH:15]/[C:16]2[CH:21]=[CH:20][CH:19]=[CH:18][C:17]=2[F:22])[CH2:27][CH2:26]1. The catalyst class is: 2. (6) Product: [C:2]1([CH:8]2[CH2:9][CH2:10][N:11]([CH2:14][C:15]3[S:19][C:18]([NH:20][C:27](=[O:29])[CH3:28])=[N:17][CH:16]=3)[CH2:12][CH2:13]2)[CH:3]=[CH:4][CH:5]=[CH:6][CH:7]=1. The catalyst class is: 2. Reactant: Cl.[C:2]1([CH:8]2[CH2:13][CH2:12][N:11]([CH2:14][C:15]3[S:19][C:18]([NH2:20])=[N:17][CH:16]=3)[CH2:10][CH2:9]2)[CH:7]=[CH:6][CH:5]=[CH:4][CH:3]=1.N1C=CC=CC=1.[C:27](Cl)(=[O:29])[CH3:28]. (7) Reactant: [CH3:1][C@H:2]1[CH2:7][NH:6][CH2:5][CH2:4][NH:3]1.[S:8](N)([NH2:11])(=[O:10])=[O:9]. Product: [CH3:1][C@@H:2]1[NH:3][CH2:4][CH2:5][N:6]([S:8]([NH2:11])(=[O:10])=[O:9])[CH2:7]1. The catalyst class is: 12. (8) Reactant: Cl.[CH3:2][C:3]([CH3:34])([C:12]1[CH:17]=[CH:16][C:15]([CH2:18][CH2:19][CH2:20][NH:21][C@@H:22]([C:24]2[C:33]3[C:28](=[CH:29][CH:30]=[CH:31][CH:32]=3)[CH:27]=[CH:26][CH:25]=2)[CH3:23])=[CH:14][CH:13]=1)[C:4]([NH:6][CH2:7][C:8]([O:10]C)=[O:9])=[O:5].[OH-].[Li+]. Product: [CH3:34][C:3]([CH3:2])([C:12]1[CH:13]=[CH:14][C:15]([CH2:18][CH2:19][CH2:20][NH:21][C@@H:22]([C:24]2[C:33]3[C:28](=[CH:29][CH:30]=[CH:31][CH:32]=3)[CH:27]=[CH:26][CH:25]=2)[CH3:23])=[CH:16][CH:17]=1)[C:4]([NH:6][CH2:7][C:8]([OH:10])=[O:9])=[O:5]. The catalyst class is: 24.